The task is: Predict the reactants needed to synthesize the given product.. This data is from Full USPTO retrosynthesis dataset with 1.9M reactions from patents (1976-2016). (1) The reactants are: [NH:1]1[CH2:4][CH:3]([OH:5])[CH2:2]1.C(=O)([O-])[O-].[K+].[K+].[C:12](Cl)(=[O:21])[O:13][CH2:14][C:15]1[CH:20]=[CH:19][CH:18]=[CH:17][CH:16]=1. Given the product [OH:5][CH:3]1[CH2:4][N:1]([C:12]([O:13][CH2:14][C:15]2[CH:20]=[CH:19][CH:18]=[CH:17][CH:16]=2)=[O:21])[CH2:2]1, predict the reactants needed to synthesize it. (2) Given the product [ClH:22].[Cl:1][C:3]1[CH:8]=[CH:7][CH:6]=[CH:5][C:4]=1[CH:9]1[CH2:14][CH2:13][CH2:12][NH:11][CH2:10]1, predict the reactants needed to synthesize it. The reactants are: [ClH:1].F[C:3]1[CH:8]=[CH:7][CH:6]=[CH:5][C:4]=1[CH:9]1[CH2:14][CH2:13][CH2:12][NH:11][CH2:10]1.IC1C=NC=CC=1.[Cl:22]C1C=CC=CC=1B(O)O.